Regression. Given a peptide amino acid sequence and an MHC pseudo amino acid sequence, predict their binding affinity value. This is MHC class I binding data. From a dataset of Peptide-MHC class I binding affinity with 185,985 pairs from IEDB/IMGT. The binding affinity (normalized) is 0.169. The MHC is HLA-B51:01 with pseudo-sequence HLA-B51:01. The peptide sequence is YPKTFGWLW.